Dataset: Full USPTO retrosynthesis dataset with 1.9M reactions from patents (1976-2016). Task: Predict the reactants needed to synthesize the given product. (1) Given the product [NH2:7][C:6]1[CH:8]=[C:2]([CH:3]=[CH:4][C:5]=1[N+:9]([O-:11])=[O:10])[O:12][CH2:13][C@@H:14]([NH:16][C:17](=[O:23])[O:18][C:19]([CH3:22])([CH3:21])[CH3:20])[CH3:15], predict the reactants needed to synthesize it. The reactants are: F[C:2]1[CH:3]=[CH:4][C:5]([N+:9]([O-:11])=[O:10])=[C:6]([CH:8]=1)[NH2:7].[OH:12][CH2:13][C@@H:14]([NH:16][C:17](=[O:23])[O:18][C:19]([CH3:22])([CH3:21])[CH3:20])[CH3:15].[H-].[Na+]. (2) Given the product [CH:1]1([NH:5][C:7]2[N:15]=[C:14]([NH:16][C:17]3[CH:18]=[C:19]([NH:23][S:24]([CH3:27])(=[O:25])=[O:26])[CH:20]=[CH:21][CH:22]=3)[N:13]=[C:12]3[C:8]=2[N:9]=[CH:10][NH:11]3)[CH2:4][CH2:3][CH2:2]1, predict the reactants needed to synthesize it. The reactants are: [CH:1]1([NH2:5])[CH2:4][CH2:3][CH2:2]1.Cl[C:7]1[N:15]=[C:14]([NH:16][C:17]2[CH:18]=[C:19]([NH:23][S:24]([CH3:27])(=[O:26])=[O:25])[CH:20]=[CH:21][CH:22]=2)[N:13]=[C:12]2[C:8]=1[N:9]=[CH:10][NH:11]2.C(N(CC)CC)C. (3) Given the product [C:25]1([C:28]2[CH:29]=[CH:30][CH:31]=[CH:32][CH:33]=2)[CH:24]=[CH:23][C:22]([CH2:21][C@@H:10]([NH:9][C:6]([C:4]2[N:3]=[N:2][NH:1][CH:5]=2)=[O:8])[CH2:11][C@:12]([CH2:17][O:18][CH2:19][CH3:20])([CH3:16])[C:13]([OH:15])=[O:14])=[CH:27][CH:26]=1, predict the reactants needed to synthesize it. The reactants are: [NH:1]1[CH:5]=[C:4]([C:6]([OH:8])=O)[N:3]=[N:2]1.[NH2:9][C@H:10]([CH2:21][C:22]1[CH:27]=[CH:26][C:25]([C:28]2[CH:33]=[CH:32][CH:31]=[CH:30][CH:29]=2)=[CH:24][CH:23]=1)[CH2:11][C@:12]([CH2:17][O:18][CH2:19][CH3:20])([CH3:16])[C:13]([OH:15])=[O:14]. (4) Given the product [CH3:15][NH:16][CH2:6][C@@H:7]1[CH2:9][C@H:8]1[C:10]([O:12][CH2:13][CH3:14])=[O:11], predict the reactants needed to synthesize it. The reactants are: CS(O[CH2:6][C@@H:7]1[CH2:9][C@H:8]1[C:10]([O:12][CH2:13][CH3:14])=[O:11])(=O)=O.[CH3:15][NH2:16]. (5) Given the product [OH:1][CH2:2][CH2:3][CH:4]1[CH2:9][CH2:8][CH:7]([OH:10])[CH2:6][CH2:5]1, predict the reactants needed to synthesize it. The reactants are: [OH:1][CH2:2][CH2:3][CH:4]1[CH2:9][CH2:8][C:7](=[O:10])[CH2:6][CH2:5]1.[AlH4-].[Li+].O.[OH-].[Na+]. (6) Given the product [C:1]([O:5][C:6]([NH:8][CH2:9][C:10]1[N:11]([CH2:38][CH:39]([CH3:41])[CH3:40])[C:12](=[O:37])[C:13]2[C:18]([C:19]=1[C:20]1[CH:25]=[CH:24][CH:23]=[CH:22][CH:21]=1)=[CH:17][C:16]([C:26]1[S:27][C:28]([C:32]([OH:34])=[O:33])=[C:29]([CH3:31])[N:30]=1)=[CH:15][CH:14]=2)=[O:7])([CH3:2])([CH3:4])[CH3:3], predict the reactants needed to synthesize it. The reactants are: [C:1]([O:5][C:6]([NH:8][CH2:9][C:10]1[N:11]([CH2:38][CH:39]([CH3:41])[CH3:40])[C:12](=[O:37])[C:13]2[C:18]([C:19]=1[C:20]1[CH:25]=[CH:24][CH:23]=[CH:22][CH:21]=1)=[CH:17][C:16]([C:26]1[S:27][C:28]([C:32]([O:34]CC)=[O:33])=[C:29]([CH3:31])[N:30]=1)=[CH:15][CH:14]=2)=[O:7])([CH3:4])([CH3:3])[CH3:2].C(O)C.[OH-].[Na+].Cl. (7) Given the product [C:13]([O:16][C:17]1[CH:18]=[C:19](/[CH:20]=[CH:21]/[C:8]2[CH:9]=[CH:10][C:5]([O:4][C:1](=[O:3])[CH3:2])=[CH:6][CH:7]=2)[CH:22]=[C:23]([O:25][C:26](=[O:28])[CH3:27])[CH:24]=1)(=[O:15])[CH3:14], predict the reactants needed to synthesize it. The reactants are: [C:1]([O:4][C:5]1[CH:10]=[CH:9][C:8](O)=[C:7](Cl)[CH:6]=1)(=[O:3])[CH3:2].[C:13]([O:16][C:17]1[CH:18]=[C:19]([CH:22]=[C:23]([O:25][C:26](=[O:28])[CH3:27])[CH:24]=1)[CH:20]=[CH2:21])(=[O:15])[CH3:14].C(=O)([O-])[O-].[Cs+].[Cs+].P(C(C)(C)C)(C(C)(C)C)C(C)(C)C. (8) Given the product [C:25]([CH2:24][C@@:18]1([N:17]2[C:13]3[CH:12]=[CH:11][NH:10][C:9](=[O:8])[C:14]=3[C:15]([NH:27][C:28]3[CH:36]=[CH:35][C:31]([C:32]([OH:34])=[O:33])=[C:30]([CH3:37])[CH:29]=3)=[N:16]2)[CH2:23][CH2:22][CH2:21][O:20][CH2:19]1)#[N:26], predict the reactants needed to synthesize it. The reactants are: C([O:8][C:9]1[C:14]2[C:15]([NH:27][C:28]3[CH:36]=[CH:35][C:31]([C:32]([OH:34])=[O:33])=[C:30]([CH3:37])[CH:29]=3)=[N:16][N:17]([C@:18]3([CH2:24][C:25]#[N:26])[CH2:23][CH2:22][CH2:21][O:20][CH2:19]3)[C:13]=2[CH:12]=[CH:11][N:10]=1)C1C=CC=CC=1. (9) Given the product [CH:18]([N:17]1[C:11]2[CH:10]=[C:9]([NH:8][C:6]3[CH:5]=[CH:4][N:3]=[C:2]([NH:28][CH:25]4[CH2:26][CH2:27][S:23](=[O:29])(=[O:22])[CH2:24]4)[N:7]=3)[N:14]=[CH:13][C:12]=2[N:15]=[C:16]1[CH3:21])([CH3:20])[CH3:19], predict the reactants needed to synthesize it. The reactants are: Cl[C:2]1[N:7]=[C:6]([NH:8][C:9]2[N:14]=[CH:13][C:12]3[N:15]=[C:16]([CH3:21])[N:17]([CH:18]([CH3:20])[CH3:19])[C:11]=3[CH:10]=2)[CH:5]=[CH:4][N:3]=1.[O:22]=[S:23]1(=[O:29])[CH2:27][CH2:26][CH:25]([NH2:28])[CH2:24]1.FC(F)(F)C(O)=O.C(O)(C)(C)C. (10) Given the product [ClH:3].[CH3:6][O:7][C:8]1[CH:9]=[C:10]2[C:11](=[C:12]3[CH2:13][C:14]([CH3:18])([CH3:17])[O:15][C:16]=13)[C:22]([C:23]1[CH:28]=[CH:27][CH:26]=[CH:25][CH:24]=1)=[N:21][CH2:20][CH2:19]2, predict the reactants needed to synthesize it. The reactants are: P(Cl)(Cl)([Cl:3])=O.[CH3:6][O:7][C:8]1[C:16]2[O:15][C:14]([CH3:18])([CH3:17])[CH2:13][C:12]=2[CH:11]=[C:10]([CH2:19][CH2:20][NH:21][C:22](=O)[C:23]2[CH:28]=[CH:27][CH:26]=[CH:25][CH:24]=2)[CH:9]=1.[OH-].[Na+].